From a dataset of Catalyst prediction with 721,799 reactions and 888 catalyst types from USPTO. Predict which catalyst facilitates the given reaction. (1) Reactant: [OH-].[Na+].[Cl:3][C:4]1[CH:34]=[C:33]([Cl:35])[CH:32]=[CH:31][C:5]=1[CH2:6][N:7]1[C:11]2[CH:12]=[C:13]([CH2:17][NH:18][C:19]3[CH:20]=[C:21]([CH:27]=[CH:28][CH:29]=3)[C:22]([O:24]CC)=[O:23])[CH:14]=[C:15]([CH3:16])[C:10]=2[N:9]=[C:8]1[CH3:30].Cl. Product: [Cl:3][C:4]1[CH:34]=[C:33]([Cl:35])[CH:32]=[CH:31][C:5]=1[CH2:6][N:7]1[C:11]2[CH:12]=[C:13]([CH2:17][NH:18][C:19]3[CH:20]=[C:21]([CH:27]=[CH:28][CH:29]=3)[C:22]([OH:24])=[O:23])[CH:14]=[C:15]([CH3:16])[C:10]=2[N:9]=[C:8]1[CH3:30]. The catalyst class is: 12. (2) Reactant: [C:9](O[C:9]([O:11][C:12]([CH3:15])([CH3:14])[CH3:13])=[O:10])([O:11][C:12]([CH3:15])([CH3:14])[CH3:13])=[O:10].[F:16][C:17]([F:25])([F:24])[CH:18]1[CH2:23][NH:22][CH2:21][CH2:20][NH:19]1. Product: [F:16][C:17]([F:25])([F:24])[CH:18]1[NH:19][CH2:20][CH2:21][N:22]([C:9]([O:11][C:12]([CH3:13])([CH3:14])[CH3:15])=[O:10])[CH2:23]1. The catalyst class is: 4. (3) Reactant: [CH2:1]([N:8]1[CH2:13][CH2:12][C:11]([CH3:29])([C:14]2[CH:19]=[CH:18][CH:17]=[C:16]([C:20]3[N:21]=[N:22][NH:23][C:24]=3[Si](C)(C)C)[CH:15]=2)[CH2:10][CH2:9]1)[C:2]1[CH:7]=[CH:6][CH:5]=[CH:4][CH:3]=1.[OH-].[Na+]. Product: [NH3:8].[CH2:1]([N:8]1[CH2:13][CH2:12][C:11]([CH3:29])([C:14]2[CH:19]=[CH:18][CH:17]=[C:16]([C:20]3[N:21]=[N:22][NH:23][CH:24]=3)[CH:15]=2)[CH2:10][CH2:9]1)[C:2]1[CH:7]=[CH:6][CH:5]=[CH:4][CH:3]=1. The catalyst class is: 209. (4) Reactant: O.[C@@H:2]1([N:11]2[C:21]3[N:20]=[C:18]([NH2:19])[NH:17][C:15](=O)[C:14]=3[N:13]=[CH:12]2)[O:10][C@H:7]([CH2:8][OH:9])[C@@H:5]([OH:6])[C@H:3]1[OH:4].[SiH3][NH:23][SiH3].C1(C)C=CC=CC=1.C(O)(C)C.[OH-].[NH4+].O. Product: [CH:12]1[N:11]([CH:2]2[O:10][CH:7]([CH2:8][OH:9])[CH:5]([OH:6])[CH:3]2[OH:4])[C:21]2[N:20]=[C:18]([NH2:19])[N:17]=[C:15]([NH2:23])[C:14]=2[N:13]=1. The catalyst class is: 376. (5) Reactant: [CH3:1][C:2]1([CH3:10])[O:6][C@@H:5]([C@H:7]([OH:9])[CH3:8])[CH2:4][O:3]1.[H-].[Na+].[Cl:13][C:14]1[CH:19]=[C:18](Cl)[N:17]=[C:16]([S:21][CH2:22][C:23]2[CH:28]=[CH:27][CH:26]=[C:25]([F:29])[C:24]=2[F:30])[N:15]=1. Product: [Cl:13][C:14]1[CH:19]=[C:18]([O:9][C@@H:7]([C@H:5]2[CH2:4][O:3][C:2]([CH3:10])([CH3:1])[O:6]2)[CH3:8])[N:17]=[C:16]([S:21][CH2:22][C:23]2[CH:28]=[CH:27][CH:26]=[C:25]([F:29])[C:24]=2[F:30])[N:15]=1. The catalyst class is: 1.